Dataset: Forward reaction prediction with 1.9M reactions from USPTO patents (1976-2016). Task: Predict the product of the given reaction. Given the reactants [C:1]([N:8]1[CH2:13][CH2:12][S:11][CH2:10][CH:9]1[C:14](O)=[O:15])([O:3][C:4]([CH3:7])([CH3:6])[CH3:5])=[O:2].Cl.[Li+].[BH4-], predict the reaction product. The product is: [OH:15][CH2:14][CH:9]1[CH2:10][S:11][CH2:12][CH2:13][N:8]1[C:1]([O:3][C:4]([CH3:7])([CH3:6])[CH3:5])=[O:2].